Dataset: Reaction yield outcomes from USPTO patents with 853,638 reactions. Task: Predict the reaction yield, written as a fraction of the theoretical maximum amount of product (1.0 means a 100% yield; for example, 0.34 means a 34% yield). (1) The product is [OH:1][C:2]1[C:11]2[C:6](=[CH:7][CH:8]=[CH:9][CH:10]=2)[N:5]([NH:12][CH2:13][CH2:14][CH3:15])[C:4](=[O:16])[C:3]=1[C:17]1[NH:22][C:21]2[CH:23]=[CH:24][C:25]([O:27][CH2:37][C:38]([NH2:40])=[O:39])=[CH:26][C:20]=2[S:19](=[O:28])(=[O:29])[N:18]=1. The catalyst is CN(C)C=O.[I-].C([N+](CCCC)(CCCC)CCCC)CCC. The reactants are [OH:1][C:2]1[C:11]2[C:6](=[CH:7][CH:8]=[CH:9][CH:10]=2)[N:5]([NH:12][CH2:13][CH2:14][CH3:15])[C:4](=[O:16])[C:3]=1[C:17]1[NH:22][C:21]2[CH:23]=[CH:24][C:25]([OH:27])=[CH:26][C:20]=2[S:19](=[O:29])(=[O:28])[N:18]=1.C(=O)([O-])[O-].[Cs+].[Cs+].Br[CH2:37][C:38]([NH2:40])=[O:39]. The yield is 0.370. (2) The reactants are [OH:1][CH:2]1[CH2:9][CH:8]2[N:10]([C:11]([O:13][CH2:14][C:15]3[CH:20]=[CH:19][CH:18]=[CH:17][CH:16]=3)=[O:12])[CH:4]([CH2:5][O:6][CH2:7]2)[CH2:3]1.[N+](=[CH:23][C:24]([O:26][CH2:27][CH3:28])=[O:25])=[N-]. The catalyst is C(Cl)Cl.CCOC(C)=O.C([O-])(=O)C.[Rh+2].C([O-])(=O)C. The product is [CH2:27]([O:26][C:24](=[O:25])[CH2:23][O:1][CH:2]1[CH2:3][CH:4]2[N:10]([C:11]([O:13][CH2:14][C:15]3[CH:20]=[CH:19][CH:18]=[CH:17][CH:16]=3)=[O:12])[CH:8]([CH2:7][O:6][CH2:5]2)[CH2:9]1)[CH3:28]. The yield is 0.550. (3) The reactants are [Cl:1][C:2]1[N:10](CC=C)[C:9]2[C:8](=[O:14])[N:7]([CH3:15])[C:6](=[O:16])[NH:5][C:4]=2[N:3]=1.C(=O)([O-])[O-].[Na+].[Na+].[CH2:23](I)[CH2:24][CH2:25][CH2:26][CH2:27][CH3:28].N1CCOCC1. The catalyst is CN(C=O)C.CCOC(C)=O.C1C=CC([P]([Pd]([P](C2C=CC=CC=2)(C2C=CC=CC=2)C2C=CC=CC=2)([P](C2C=CC=CC=2)(C2C=CC=CC=2)C2C=CC=CC=2)[P](C2C=CC=CC=2)(C2C=CC=CC=2)C2C=CC=CC=2)(C2C=CC=CC=2)C2C=CC=CC=2)=CC=1. The product is [Cl:1][C:2]1[NH:10][C:9]2[C:8](=[O:14])[N:7]([CH3:15])[C:6](=[O:16])[N:5]([CH2:23][CH2:24][CH2:25][CH2:26][CH2:27][CH3:28])[C:4]=2[N:3]=1. The yield is 0.540. (4) The reactants are C(O[C:6](=O)[N:7]([CH2:9][CH2:10][CH2:11][N:12]1[C:21]2[CH:20]=[CH:19][C:18]([Cl:22])=[CH:17][C:16]=2[C:15]2=[N:23][N:24](C3CCCCO3)[C:25]([CH3:26])=[C:14]2[C:13]1=[O:33])C)(C)(C)C.Cl. The catalyst is CO. The product is [Cl:22][C:18]1[CH:19]=[CH:20][C:21]2[N:12]([CH2:11][CH2:10][CH2:9][NH:7][CH3:6])[C:13](=[O:33])[C:14]3=[C:25]([CH3:26])[NH:24][N:23]=[C:15]3[C:16]=2[CH:17]=1. The yield is 1.00. (5) The reactants are Cl[C:2]1[C:11]2[C:6](=[CH:7][CH:8]=[CH:9][CH:10]=2)[C:5]([O:12][CH2:13][CH3:14])=[CH:4][N:3]=1.[F-:15].[Cs+]. The catalyst is CS(C)=O.O. The product is [F:15][C:2]1[C:11]2[C:6](=[CH:7][CH:8]=[CH:9][CH:10]=2)[C:5]([O:12][CH2:13][CH3:14])=[CH:4][N:3]=1. The yield is 0.588. (6) The reactants are N[C:2]1[CH:3]=[C:4]([OH:12])[CH:5]=[C:6]([C:8]([F:11])([F:10])[F:9])[CH:7]=1.S(=O)(=O)(O)O.N([O-])=O.[Na+].[I-:22].[K+]. The catalyst is O. The product is [I:22][C:2]1[CH:3]=[C:4]([OH:12])[CH:5]=[C:6]([C:8]([F:11])([F:10])[F:9])[CH:7]=1. The yield is 0.790.